From a dataset of Cav3 T-type calcium channel HTS with 100,875 compounds. Binary Classification. Given a drug SMILES string, predict its activity (active/inactive) in a high-throughput screening assay against a specified biological target. (1) The drug is S1C(C2C(CC(CC2)C)c2sc(=O)[nH]c12)(C)C. The result is 0 (inactive). (2) The drug is Fc1ccc(n2c(nc3c(c2=O)cccc3)CN2CCCCCC2)cc1. The result is 0 (inactive). (3) The compound is S1\C(=C2\c3c(N(C2=O)C)cccc3)C(=O)N=C1Nc1c(c(ccc1)C)C. The result is 0 (inactive).